Task: Binary Classification. Given a T-cell receptor sequence (or CDR3 region) and an epitope sequence, predict whether binding occurs between them.. Dataset: TCR-epitope binding with 47,182 pairs between 192 epitopes and 23,139 TCRs (1) The epitope is QASQEVKNW. The TCR CDR3 sequence is CASSQDRDRDWFRAFF. Result: 0 (the TCR does not bind to the epitope). (2) The epitope is KPLEFGATSAAL. The TCR CDR3 sequence is CASSLAGYSYEQYF. Result: 1 (the TCR binds to the epitope).